Dataset: Full USPTO retrosynthesis dataset with 1.9M reactions from patents (1976-2016). Task: Predict the reactants needed to synthesize the given product. (1) Given the product [CH2:1]([O:3][C:4](=[O:16])[CH2:5][CH:6]([C:8]1[CH:13]=[CH:12][C:11]([O:14][CH2:24][C:25]2[N:29]([C:30]3[C:35]([Cl:36])=[CH:34][CH:33]=[CH:32][C:31]=3[Cl:37])[N:28]=[CH:27][C:26]=2[CH:38]([CH3:40])[CH3:39])=[CH:10][C:9]=1[CH3:15])[CH3:7])[CH3:2], predict the reactants needed to synthesize it. The reactants are: [CH2:1]([O:3][C:4](=[O:16])[CH2:5][CH:6]([C:8]1[CH:13]=[CH:12][C:11]([OH:14])=[CH:10][C:9]=1[CH3:15])[CH3:7])[CH3:2].C(=O)([O-])[O-].[Cs+].[Cs+].Cl[CH2:24][C:25]1[N:29]([C:30]2[C:35]([Cl:36])=[CH:34][CH:33]=[CH:32][C:31]=2[Cl:37])[N:28]=[CH:27][C:26]=1[CH:38]([CH3:40])[CH3:39].Cl. (2) Given the product [NH2:20][C:17]1[CH:18]=[C:19]2[C:14](=[CH:15][C:16]=1[O:23][C@@H:24]1[CH2:28][CH2:27][O:26][CH2:25]1)[N:13]=[CH:12][N:11]=[C:10]2[NH:9][C:4]1[CH:5]=[CH:6][C:7]([F:8])=[C:2]([Cl:1])[CH:3]=1, predict the reactants needed to synthesize it. The reactants are: [Cl:1][C:2]1[CH:3]=[C:4]([NH:9][C:10]2[C:19]3[C:14](=[CH:15][C:16]([O:23][C@@H:24]4[CH2:28][CH2:27][O:26][CH2:25]4)=[C:17]([N+:20]([O-])=O)[CH:18]=3)[N:13]=[CH:12][N:11]=2)[CH:5]=[CH:6][C:7]=1[F:8].C(O)C.O. (3) Given the product [NH:18]([C:15]1[N:14]=[CH:13][C:12]2[CH2:11][CH2:10][C:9]3=[C:25]4[C:26](=[O:28])[NH:2][CH2:3][CH2:4][CH2:5][N:6]4[N:7]=[C:8]3[C:17]=2[N:16]=1)[C:19]1[CH:24]=[CH:23][CH:22]=[CH:21][CH:20]=1, predict the reactants needed to synthesize it. The reactants are: Cl.[NH2:2][CH2:3][CH2:4][CH2:5][N:6]1[C:25]([C:26]([O:28]CC)=O)=[C:9]2[CH2:10][CH2:11][C:12]3[CH:13]=[N:14][C:15]([NH:18][C:19]4[CH:24]=[CH:23][CH:22]=[CH:21][CH:20]=4)=[N:16][C:17]=3[C:8]2=[N:7]1.C(=O)([O-])[O-].[Cs+].[Cs+]. (4) Given the product [Cl:1][C:2]1[CH:7]=[C:6]([CH2:8][NH:9][C:10]([C@@H:12]2[CH2:16][C@@H:15]([F:17])[CH2:14][N:13]2[S:42]([C:39]2[CH:40]=[CH:41][C:36]([F:35])=[CH:37][CH:38]=2)(=[O:44])=[O:43])=[O:11])[CH:5]=[C:4]([C:18]2[CH:23]=[N:22][C:21]([C:24]([F:25])([F:26])[F:27])=[N:20][CH:19]=2)[N:3]=1, predict the reactants needed to synthesize it. The reactants are: [Cl:1][C:2]1[CH:7]=[C:6]([CH2:8][NH:9][C:10]([C@@H:12]2[CH2:16][C@@H:15]([F:17])[CH2:14][NH:13]2)=[O:11])[CH:5]=[C:4]([C:18]2[CH:19]=[N:20][C:21]([C:24]([F:27])([F:26])[F:25])=[N:22][CH:23]=2)[N:3]=1.C(N(CC)CC)C.[F:35][C:36]1[CH:41]=[CH:40][C:39]([S:42](Cl)(=[O:44])=[O:43])=[CH:38][CH:37]=1. (5) Given the product [NH2:1][C:2]1[C:7]([C:8]#[N:9])=[C:6]([C:10]2[CH:11]=[CH:12][C:13]([O:16][CH2:17][CH2:18][O:19][CH3:20])=[CH:14][CH:15]=2)[C:5]([C:21]#[N:22])=[C:4]([S:23][CH2:30][C:31]2[N:32]=[C:33]([C:36]3[CH:41]=[CH:40][CH:39]=[CH:38][N:37]=3)[S:34][CH:35]=2)[N:3]=1, predict the reactants needed to synthesize it. The reactants are: [NH2:1][C:2]1[C:7]([C:8]#[N:9])=[C:6]([C:10]2[CH:15]=[CH:14][C:13]([O:16][CH2:17][CH2:18][O:19][CH3:20])=[CH:12][CH:11]=2)[C:5]([C:21]#[N:22])=[C:4]([SH:23])[N:3]=1.C(=O)(O)[O-].[Na+].Cl[CH2:30][C:31]1[N:32]=[C:33]([C:36]2[CH:41]=[CH:40][CH:39]=[CH:38][N:37]=2)[S:34][CH:35]=1.O.